This data is from Reaction yield outcomes from USPTO patents with 853,638 reactions. The task is: Predict the reaction yield, written as a fraction of the theoretical maximum amount of product (1.0 means a 100% yield; for example, 0.34 means a 34% yield). (1) The reactants are [O:1]1[CH2:6][CH2:5][N:4]([C:7]2[O:8][C:9]3[C:14]([C:15](=[O:17])[CH:16]=2)=[CH:13][C:12]([C:18]([O:20][CH3:21])=[O:19])=[CH:11][C:10]=3[CH:22]2[CH2:26][CH2:25][CH2:24][NH:23]2)[CH2:3][CH2:2]1.Br[C:28]1[CH:33]=[C:32]([F:34])[CH:31]=[C:30]([F:35])[CH:29]=1.C(=O)([O-])[O-].[Cs+].[Cs+]. The catalyst is O1CCOCC1. The product is [F:34][C:32]1[CH:33]=[C:28]([N:23]2[CH2:24][CH2:25][CH2:26][CH:22]2[C:10]2[CH:11]=[C:12]([C:18]([O:20][CH3:21])=[O:19])[CH:13]=[C:14]3[C:9]=2[O:8][C:7]([N:4]2[CH2:3][CH2:2][O:1][CH2:6][CH2:5]2)=[CH:16][C:15]3=[O:17])[CH:29]=[C:30]([F:35])[CH:31]=1. The yield is 0.580. (2) The reactants are [Cl:1][C:2]1[CH:3]=[C:4]([CH3:12])[C:5]2[N:6]([N:8]=[C:9]([NH2:11])[N:10]=2)[CH:7]=1.Br[C:14]1[CH:19]=[CH:18][C:17]([N:20]2[CH:24]=[C:23]([CH3:25])[N:22]=[CH:21]2)=[C:16]([O:26][CH3:27])[CH:15]=1.C(Cl)Cl. The catalyst is C(Cl)Cl.CO. The product is [Cl:1][C:2]1[CH:3]=[C:4]([CH3:12])[C:5]2[N:6]([N:8]=[C:9]([NH:11][C:14]3[CH:19]=[CH:18][C:17]([N:20]4[CH:24]=[C:23]([CH3:25])[N:22]=[CH:21]4)=[C:16]([O:26][CH3:27])[CH:15]=3)[N:10]=2)[CH:7]=1. The yield is 0.260.